From a dataset of Full USPTO retrosynthesis dataset with 1.9M reactions from patents (1976-2016). Predict the reactants needed to synthesize the given product. (1) Given the product [NH2:1][C:2]1[N:6]([C:7]2[CH:12]=[C:11]([N+:13]([O-:15])=[O:14])[CH:10]=[CH:9][C:8]=2[CH2:16][OH:17])[N:5]=[C:4]([C:24]2[CH:29]=[CH:28][C:27]([O:30][C:31]3[CH:36]=[CH:35][CH:34]=[CH:33][CH:32]=3)=[CH:26][CH:25]=2)[C:3]=1[C:37]([NH2:39])=[O:38], predict the reactants needed to synthesize it. The reactants are: [NH2:1][C:2]1[N:6]([C:7]2[CH:12]=[C:11]([N+:13]([O-:15])=[O:14])[CH:10]=[CH:9][C:8]=2[CH2:16][O:17]C2CCCCO2)[N:5]=[C:4]([C:24]2[CH:29]=[CH:28][C:27]([O:30][C:31]3[CH:36]=[CH:35][CH:34]=[CH:33][CH:32]=3)=[CH:26][CH:25]=2)[C:3]=1[C:37]([NH2:39])=[O:38].Cl. (2) Given the product [F:7][C:8]1[CH:9]=[C:10]([CH:13]=[C:14]([F:17])[C:15]=1[N:1]1[CH2:6][CH2:5][O:4][CH2:3][CH2:2]1)[CH:11]=[O:12], predict the reactants needed to synthesize it. The reactants are: [NH:1]1[CH2:6][CH2:5][O:4][CH2:3][CH2:2]1.[F:7][C:8]1[CH:9]=[C:10]([CH:13]=[C:14]([F:17])[C:15]=1F)[CH:11]=[O:12]. (3) Given the product [C:1]([C:5]1[CH:6]=[C:7]2[C:11](=[CH:12][CH:13]=1)[N:10]([CH2:23][C:24]1[CH:29]=[CH:28][N:27]=[CH:26][CH:25]=1)[C:9]([C:14]([O:16][CH2:17][CH3:18])=[O:15])=[CH:8]2)([CH3:4])([CH3:2])[CH3:3], predict the reactants needed to synthesize it. The reactants are: [C:1]([C:5]1[CH:6]=[C:7]2[C:11](=[CH:12][CH:13]=1)[NH:10][C:9]([C:14]([O:16][CH2:17][CH3:18])=[O:15])=[CH:8]2)([CH3:4])([CH3:3])[CH3:2].[H-].[Na+].Br.Br[CH2:23][C:24]1[CH:29]=[CH:28][N:27]=[CH:26][CH:25]=1.C(OCC)C. (4) Given the product [C:1]([O:4][C:5]1[CH:6]=[C:7](/[CH:8]=[CH:9]/[C:24]2[CH:25]=[CH:26][C:21]([O:20][C:17](=[O:19])[CH3:18])=[CH:22][CH:23]=2)[CH:10]=[C:11]([O:13][C:14](=[O:16])[CH3:15])[CH:12]=1)(=[O:3])[CH3:2], predict the reactants needed to synthesize it. The reactants are: [C:1]([O:4][C:5]1[CH:6]=[C:7]([CH:10]=[C:11]([O:13][C:14](=[O:16])[CH3:15])[CH:12]=1)[CH:8]=[CH2:9])(=[O:3])[CH3:2].[C:17]([O:20][C:21]1[CH:26]=[CH:25][C:24](O)=[C:23](Br)[CH:22]=1)(=[O:19])[CH3:18].C([O-])(O)=O.[Na+].